From a dataset of Forward reaction prediction with 1.9M reactions from USPTO patents (1976-2016). Predict the product of the given reaction. (1) Given the reactants [H-].C([Al+]CC(C)C)C(C)C.[CH3:11][N:12]([CH3:33])[CH2:13][CH2:14][CH2:15][O:16][C:17]1[CH:18]=[N:19][C:20]([C:23]2[CH:24]=[C:25]([CH:30]=[CH:31][CH:32]=2)[C:26](OC)=[O:27])=[N:21][CH:22]=1.S([O-])([O-])(=O)=O.[Na+].[Na+], predict the reaction product. The product is: [CH3:33][N:12]([CH3:11])[CH2:13][CH2:14][CH2:15][O:16][C:17]1[CH:22]=[N:21][C:20]([C:23]2[CH:24]=[C:25]([CH2:26][OH:27])[CH:30]=[CH:31][CH:32]=2)=[N:19][CH:18]=1. (2) Given the reactants [N:1]1([C:7]2[CH:13]=[CH:12][C:10]([NH2:11])=[CH:9][CH:8]=2)[CH2:6][CH2:5][O:4][CH2:3][CH2:2]1.Cl.[Br:15][C:16]1[C:17]([NH:23][C:24]2[CH:33]=[CH:32][CH:31]=[CH:30][C:25]=2[C:26]([NH:28][CH3:29])=[O:27])=[CH:18][C:19](Cl)=[N:20][CH:21]=1.Cl, predict the reaction product. The product is: [Br:15][C:16]1[C:17]([NH:23][C:24]2[CH:33]=[CH:32][CH:31]=[CH:30][C:25]=2[C:26]([NH:28][CH3:29])=[O:27])=[CH:18][C:19]([NH:11][C:10]2[CH:12]=[CH:13][C:7]([N:1]3[CH2:2][CH2:3][O:4][CH2:5][CH2:6]3)=[CH:8][CH:9]=2)=[N:20][CH:21]=1.